Task: Predict the reaction yield, written as a fraction of the theoretical maximum amount of product (1.0 means a 100% yield; for example, 0.34 means a 34% yield).. Dataset: Reaction yield outcomes from USPTO patents with 853,638 reactions (1) The reactants are F[P-](F)(F)(F)(F)F.N1(O[P+](N(C)C)(N(C)C)N(C)C)C2C=CC=CC=2N=N1.[Cl:28][C:29]1[CH:30]=[C:31]([C:36]2[CH:41]=[C:40]([C:42]([F:45])([F:44])[F:43])[N:39]3[N:46]=[C:47]([C:49](O)=[O:50])[CH:48]=[C:38]3[N:37]=2)[CH:32]=[CH:33][C:34]=1[Cl:35].[CH2:52]([NH2:59])[C:53]1[CH:58]=[CH:57][CH:56]=[CH:55][CH:54]=1.C(N(CC)CC)C. The catalyst is O1CCCC1.C(OCC)C. The product is [CH2:52]([NH:59][C:49]([C:47]1[CH:48]=[C:38]2[N:37]=[C:36]([C:31]3[CH:32]=[CH:33][C:34]([Cl:35])=[C:29]([Cl:28])[CH:30]=3)[CH:41]=[C:40]([C:42]([F:45])([F:43])[F:44])[N:39]2[N:46]=1)=[O:50])[C:53]1[CH:58]=[CH:57][CH:56]=[CH:55][CH:54]=1. The yield is 0.890. (2) The reactants are [C:1]([N:8]1[CH:12]=[CH:11]N=[CH:9]1)([N:3]1[CH:7]=[CH:6][N:5]=[CH:4]1)=[O:2].[CH2:13](Cl)Cl. No catalyst specified. The product is [CH:12]([N:8]([CH3:9])[C:1]([N:3]1[CH:7]=[CH:6][N:5]=[CH:4]1)=[O:2])([CH3:11])[CH3:13]. The yield is 0.800.